Task: Predict the product of the given reaction.. Dataset: Forward reaction prediction with 1.9M reactions from USPTO patents (1976-2016) (1) Given the reactants [CH:1]([O:4][C:5]1[CH:6]=[C:7]([C:11]23[CH2:30][CH:15]([CH2:16][CH:17]([N:19]4[C:27](=[O:28])[C:26]5[C:21](=[CH:22][CH:23]=[CH:24][CH:25]=5)[C:20]4=[O:29])[CH2:18]2)[N:14](C)[CH2:13][CH:12]3[CH3:32])[CH:8]=[CH:9][CH:10]=1)([CH3:3])[CH3:2].ClC(OC(Cl)C)=O, predict the reaction product. The product is: [CH:1]([O:4][C:5]1[CH:6]=[C:7]([C:11]23[CH2:30][CH:15]([CH2:16][CH:17]([N:19]4[C:20](=[O:29])[C:21]5[C:26](=[CH:25][CH:24]=[CH:23][CH:22]=5)[C:27]4=[O:28])[CH2:18]2)[NH:14][CH2:13][CH:12]3[CH3:32])[CH:8]=[CH:9][CH:10]=1)([CH3:3])[CH3:2]. (2) The product is: [NH2:12][C:13]1[CH:22]=[CH:21][C:20]([F:23])=[C:19]2[C:14]=1[CH:15]=[N:16][C:17]([CH3:24])=[N:18]2. Given the reactants FC1C=CC(OC)=C(C(C)(C)CC(C(F)(F)F)(O)C=[N:12][C:13]2[CH:22]=[CH:21][C:20]([F:23])=[C:19]3[C:14]=2[CH:15]=[N:16][C:17]([CH3:24])=[N:18]3)C=1, predict the reaction product. (3) The product is: [CH:23]1([C:26]2[N:30]([C:31]([O:33][C:34]([CH3:36])([CH3:37])[CH3:35])=[O:32])[C:29]3[CH:38]=[C:39]([C:46]4[C:47]([CH3:52])=[N:48][O:49][C:50]=4[CH3:51])[CH:40]=[C:41]([C:42]([C:20]4[N:19]=[N:18][C:17]([CH3:16])=[CH:22][CH:21]=4)=[O:44])[C:28]=3[N:27]=2)[CH2:25][CH2:24]1. Given the reactants CC1CCCN(C)C1(C)C.[Li]CCCC.[CH3:16][C:17]1[N:18]=[N:19][CH:20]=[CH:21][CH:22]=1.[CH:23]1([C:26]2[N:30]([C:31]([O:33][C:34]([CH3:37])([CH3:36])[CH3:35])=[O:32])[C:29]3[CH:38]=[C:39]([C:46]4[C:47]([CH3:52])=[N:48][O:49][C:50]=4[CH3:51])[CH:40]=[C:41]([C:42]([O:44]C)=O)[C:28]=3[N:27]=2)[CH2:25][CH2:24]1, predict the reaction product. (4) Given the reactants C([N:4]1[C:9]2=[CH:10][CH:11]=[C:12]3[C:17]([N:16]=[C:15]([CH:18]([CH3:20])[CH3:19])[N:14]([C:21]4[CH:26]=[CH:25][C:24]([Cl:27])=[CH:23][CH:22]=4)[C:13]3=[O:28])=[C:8]2[CH:7]([CH3:29])[CH2:6][CH2:5]1)(=O)C.[OH-].[K+], predict the reaction product. The product is: [Cl:27][C:24]1[CH:23]=[CH:22][C:21]([N:14]2[C:13](=[O:28])[C:12]3[C:17](=[C:8]4[CH:7]([CH3:29])[CH2:6][CH2:5][NH:4][C:9]4=[CH:10][CH:11]=3)[N:16]=[C:15]2[CH:18]([CH3:20])[CH3:19])=[CH:26][CH:25]=1. (5) Given the reactants C(=O)([O-])[O-].[Cs+].[Cs+].[OH:7][C:8]1[CH:13]=[CH:12][C:11]([CH2:14][CH2:15][N:16]2[C:20]3=[N:21][C:22]([N:26]4[CH2:32][CH:31]5[O:33][CH:28]([CH2:29][CH2:30]5)[CH2:27]4)=[CH:23][C:24](=[O:25])[N:19]3[CH2:18][C@@:17]2([CH3:38])[C:34]([F:37])([F:36])[F:35])=[CH:10][CH:9]=1.Cl[CH2:40][C:41]([N:43]([CH3:45])[CH3:44])=[O:42].[I-].[Na+], predict the reaction product. The product is: [CH3:44][N:43]([CH3:45])[C:41](=[O:42])[CH2:40][O:7][C:8]1[CH:13]=[CH:12][C:11]([CH2:14][CH2:15][N:16]2[C:20]3=[N:21][C:22]([N:26]4[CH2:27][CH:28]5[O:33][CH:31]([CH2:30][CH2:29]5)[CH2:32]4)=[CH:23][C:24](=[O:25])[N:19]3[CH2:18][C@@:17]2([CH3:38])[C:34]([F:37])([F:36])[F:35])=[CH:10][CH:9]=1. (6) Given the reactants Br[C:2]1[C:6]([C:7]2[CH:12]=[CH:11][CH:10]=[C:9]([CH3:13])[N:8]=2)=[N:5][N:4]2[CH2:14][CH2:15][CH2:16][C:3]=12.[B:17](OC(C)C)([O:22]C(C)C)[O:18]C(C)C.C([Li])CCC, predict the reaction product. The product is: [CH3:13][C:9]1[N:8]=[C:7]([C:6]2[C:2]([B:17]([OH:22])[OH:18])=[C:3]3[CH2:16][CH2:15][CH2:14][N:4]3[N:5]=2)[CH:12]=[CH:11][CH:10]=1. (7) Given the reactants Cl[C:2]1[O:3][C:4]2[CH:10]=[CH:9][CH:8]=[CH:7][C:5]=2[N:6]=1.[CH2:11]1[CH2:16][CH2:15][CH:14]([CH2:17][C@H:18]([NH2:22])[C:19]([OH:21])=O)[CH2:13][CH2:12]1.[F:23][C:24]1[CH:29]=[CH:28][C:27]([NH:30][CH2:31][CH2:32][NH2:33])=[CH:26][CH:25]=1, predict the reaction product. The product is: [O:3]1[C:4]2[CH:10]=[CH:9][CH:8]=[CH:7][C:5]=2[N:6]=[C:2]1[NH:22][C@@H:18]([CH2:17][CH:14]1[CH2:13][CH2:12][CH2:11][CH2:16][CH2:15]1)[C:19]([NH:33][CH2:32][CH2:31][NH:30][C:27]1[CH:28]=[CH:29][C:24]([F:23])=[CH:25][CH:26]=1)=[O:21].